From a dataset of Human liver microsome stability data. Regression/Classification. Given a drug SMILES string, predict its absorption, distribution, metabolism, or excretion properties. Task type varies by dataset: regression for continuous measurements (e.g., permeability, clearance, half-life) or binary classification for categorical outcomes (e.g., BBB penetration, CYP inhibition). Dataset: hlm. (1) The result is 0 (unstable in human liver microsomes). The drug is Oc1c(I)cc(Cl)c2cccnc12. (2) The molecule is CCCCOc1ncc(S(=O)(=O)N2CCN(CC)CC2)cc1-c1nc(O)c2nn(C3CN(C)C3)c(CC)c2n1. The result is 0 (unstable in human liver microsomes).